This data is from Reaction yield outcomes from USPTO patents with 853,638 reactions. The task is: Predict the reaction yield, written as a fraction of the theoretical maximum amount of product (1.0 means a 100% yield; for example, 0.34 means a 34% yield). (1) The reactants are C1[C:11]2[C:10]3=[CH:12][C:13]4[CH:14]=[CH:15][C:16](C(N)=O)=[CH:17][C:18]=4[N:9]3[CH2:8][CH:7]=[CH:6][C:5]=2[CH:4]=[CH:3][CH:2]=1.[OH-:22].[Na+].Cl.[C:25](Cl)(=[O:29])[C:26](Cl)=O.CCN(P1(N(C)CCCN1C)=NC(C)(C)C)CC.CNS(NC)(=O)=O.[CH3:56]O.[CH2:58]1[CH2:62][O:61][CH2:60][CH2:59]1. The catalyst is C(Cl)Cl. The product is [CH:13]1([C:12]2[C:7]3[C:8](=[CH:56][C:58]([C:62]([O:61][CH3:60])=[O:22])=[CH:59][CH:6]=3)[N:9]3[CH:25]([OH:29])[C:26]4[C:11]([C:10]=23)=[CH:5][CH:4]=[CH:3][CH:2]=4)[CH2:18][CH2:17][CH2:16][CH2:15][CH2:14]1. The yield is 0.690. (2) The yield is 0.950. The catalyst is ClCCl. The product is [C:5]([N:10]1[CH2:9][CH2:8][C:14]2[CH:15]=[CH:16][CH:17]=[CH:18][C:13]=2[CH2:12][CH2:11]1)(=[O:7])[CH3:6]. The reactants are C(O[C:5](=[O:7])[CH3:6])(=O)C.[CH2:8]1[C:14]2[CH:15]=[CH:16][CH:17]=[CH:18][C:13]=2[CH2:12][CH2:11][NH:10][CH2:9]1.C(N(CC)CC)C.O. (3) The reactants are O=[C:2]1[CH2:7][CH2:6][N:5]([C:8]([O:10][C:11]([CH3:14])([CH3:13])[CH3:12])=[O:9])[CH2:4][CH2:3]1.[NH2:15][CH2:16][CH2:17][OH:18].C(O[BH-](OC(=O)C)OC(=O)C)(=O)C.[Na+].[OH-].[Na+]. The catalyst is ClCCCl.C(O)(=O)C. The product is [OH:18][CH2:17][CH2:16][NH:15][CH:2]1[CH2:7][CH2:6][N:5]([C:8]([O:10][C:11]([CH3:14])([CH3:13])[CH3:12])=[O:9])[CH2:4][CH2:3]1. The yield is 0.890. (4) The product is [CH:1]1([CH2:4][C:5]([NH:7][C:8]2[N:9]=[C:10]3[CH:15]=[CH:14][C:13]([O:25][C:22]4[CH:23]=[CH:24][C:19]([F:18])=[C:20]([NH:26][C:27]([C:29]5[N:33]([CH3:34])[N:32]=[C:31]([CH3:35])[CH:30]=5)=[O:28])[CH:21]=4)=[N:12][N:11]3[CH:17]=2)=[O:6])[CH2:3][CH2:2]1. The reactants are [CH:1]1([CH2:4][C:5]([NH:7][C:8]2[N:9]=[C:10]3[CH:15]=[CH:14][C:13](I)=[N:12][N:11]3[CH:17]=2)=[O:6])[CH2:3][CH2:2]1.[F:18][C:19]1[CH:24]=[CH:23][C:22]([OH:25])=[CH:21][C:20]=1[NH:26][C:27]([C:29]1[N:33]([CH3:34])[N:32]=[C:31]([CH3:35])[CH:30]=1)=[O:28].C(=O)([O-])[O-].[K+].[K+]. The catalyst is CN(C)C=O. The yield is 0.230. (5) The product is [OH:1][C:2]1[C:10]2[NH:9][C:8]([C:11]3[S:12][CH:13]=[CH:14][CH:15]=3)=[N:7][C:6]=2[C:5]([C:16]([N:33]2[CH2:28][CH2:29][NH:34][CH2:31][CH2:32]2)=[O:18])=[CH:4][CH:3]=1. The catalyst is CN(C=O)C. The reactants are [OH:1][C:2]1[C:10]2[N:9]=[C:8]([C:11]3[S:12][CH:13]=[CH:14][CH:15]=3)[NH:7][C:6]=2[C:5]([C:16]([OH:18])=O)=[CH:4][CH:3]=1.CN(C(ON1N=[N:34][C:29]2C=[CH:31][CH:32]=[N:33][C:28]1=2)=[N+](C)C)C.F[P-](F)(F)(F)(F)F.CCN(C(C)C)C(C)C.N1(C(OC(C)(C)C)=O)CCNCC1. The yield is 0.320.